Dataset: Antibody developability classification from SAbDab with 2,409 antibodies. Task: Regression/Classification. Given an antibody's heavy chain and light chain sequences, predict its developability. TAP uses regression for 5 developability metrics; SAbDab uses binary classification. (1) The antibody is ['EVKLVESGGGLVKPGGSLKLSCAASGFAFSSYDMSWFCQTPEKRLEWVASISSGGSYTYYPDSVKGRFTISRDNARNTLYLQMNSLRSEDTALYYCARDYDYGVDYWGQGTSVTVSS', 'DVVMTQTPLTLSVTIGQPASISCKSGQSLLYSDGKTYLNWLLQRPGQSPKRLIYLVSKLDSGVPDRFTGSGSGTDFTLKISRVEAEDLGIYYCWQGTHFPRTFGGGTKLEIK']. Result: 0 (not developable). (2) The antibody is ['DVQLQQSGPGLVAPSQSLSITCTVSGFSLTDYGVNWVRQSPGKGLEWLGVIWGDGITDYNSALKSRLSVTKDNSKSQVFLKMNSLQSGDSARYYCVTGLFDYWGQGTTLTVSS', 'DAVVTQESALTTSPGETVTLTCRSSTGAVTTSNYASWVQEKPDHLFTGLIGGTNNRAPGVPARFSGSLIGDKAALTITGAQTEDEAIYFCALWYSNHWVFGGGTKLTVL']. Result: 0 (not developable). (3) The antibody is ['EVQLVESGGGLVQPGGSLRLSCAASGFNIKEYYMHWVRQAPGKGLEWVGLIDPEQGNTIYDPKFQDRATISADNSKNTAYLQMNSLRAEDTAVYYCARDTAAYFDYWGQGTLVTVSS', 'DIQMTQSPSSLSASVGDRVTITCRASRDIKSYLNWYQQKPGKAPKVLIYYATSLAEGVPSRFSGSGSGTDYTLTISSLQPEDFATYYCLQHGESPWTFGQGTKVEIK']. Result: 1 (developable). (4) The antibody is ['EVQLVQSGAEVKKPGASVKVSCKTSGYTFTAYYLHWVRQAPGQGFEWMAWINPNTGDTNYAQKFQGRVTLSRDTSITTAYMELTRLRSDDTAVYYCAKDLTLMYVFDSGWARGAHDYYGMDVWGQGTTVAVSG', 'PSALTQPASVSGSPGQSVTISCTGTNSDVGTFDLVSWYQQYPGKAPKLIIYEGSRRPSGVSDRFSGSKSGNTASLTISGLQAEDEADYYCSSYAGSVVFGGGTKLTVL']. Result: 0 (not developable). (5) The antibody is ['EVKLVESRGGLVKPGGSLQLSCAASGFTFSGYAMSWFRLTPEKRLEWVASIYNGFRIHYLDSVKGRFTISSDYARNILYLQMSTLRSEDTAMYYCSRGDAYSRYFDVWGAGTTVTVSA', 'EVVMTQSPLSLPVSLGDQASISCRSSQSLVHSNGNTYLHWYLQKPGQSPKLLIYKVSNRFSGVPDRFSGSGSGTDFTLKISRVEAEDLGVYFCSQSTHVPPLTFGAGTKLELK']. Result: 0 (not developable). (6) The antibody is ['EVQLVESGAEVKKPGSSVKVSCKASGDTFIRYSFTWVRQAPGQGLEWMGRIITILDVAHYAPHLQGRVTITADKSTSTVYLELRNLRSDDTAVYFCAGVYEGEADEGEYDNNGFLKHWGQGTLVTVSS', '1rzk_L']. Result: 0 (not developable). (7) The antibody is ['EVQLVESGGGLVQPGGSLRLSCAASGYDFTHYGMNWVRQAPGKGLEWVGWINTYTGEPTYAADFKRRFTFSLDTSKSTAYLQMNSLRAEDTAVYYCAKYPYYYGTSHWYFDVWGQGTLVTVSS', 'DIQLTQSPSSLSASVGDRVTITCSASQDISNYLNWYQQKPGKAPKVLIYFTSSLHSGVPSRFSGSGSGTDFTLTISSLQPEDFATYYCQQYSTVPWTFGQGTKVEIK']. Result: 0 (not developable). (8) The antibody is ['QLQQSGAELVRSGASVKLSCATSDFNIKDYYIHWVRQRPEQGLEWIGWLDPENGDTESAPKFQGKATMTADTSSNTAYLQLSSLTSEASAVYYCNAISTTRDYYALDYWGQGTSVTVSS', 'DIVMSQSPSSLAVSVGEKVTMSCKSSQSLLYSRNQMNYLSWYQQKPGQSPKLLIYWASTRESGVPDRFTGSGSGTDFTLTISSVKAEDLAVYYCQQYYHYRTFGGGTRLEIR']. Result: 0 (not developable). (9) The antibody is ['EVQLQQPGAELLRPGASVKLSCKASGYTFTNFWMNWVKQRPGQGLELIGMIDPSDSETHYNQMFKDKATLTVDKSSSTAYMQLSSLTSEDSAVYYCARRDYYGILFDYWGQGTTVTVSS', 'DVLMTQTPLSLPVSLGDQASISCRSSQSIVHNNGNTYIEWYLQKPGQSPKLLIYKVSNRFSGVPDRFSGSGSGTDFTLKISRVEAEDLGVYYCFQGSHVPFTFGSGTKLEIK']. Result: 0 (not developable).